Dataset: Full USPTO retrosynthesis dataset with 1.9M reactions from patents (1976-2016). Task: Predict the reactants needed to synthesize the given product. (1) Given the product [Cl:31][C:32]1[CH:33]=[CH:34][C:35]([C:36]([NH:38][C:39]2[N:43]([CH2:44][CH:45]3[CH2:49][CH2:48][CH2:47][N:46]3[C:4](=[O:6])[CH2:3][C:1]#[N:2])[C:42]3[CH:50]=[CH:51][C:52]([CH2:54][N:55]([C@H:62]([C:64]([CH3:67])([CH3:66])[CH3:65])[CH3:63])[C:56](=[O:61])[O:57][CH2:58][CH:59]=[CH2:60])=[CH:53][C:41]=3[N:40]=2)=[O:37])=[CH:68][CH:69]=1, predict the reactants needed to synthesize it. The reactants are: [C:1]([CH2:3][C:4]([OH:6])=O)#[N:2].CN(C(ON1N=NC2C=CC=NC1=2)=[N+](C)C)C.F[P-](F)(F)(F)(F)F.[Cl:31][C:32]1[CH:69]=[CH:68][C:35]([C:36]([NH:38][C:39]2[N:43]([CH2:44][CH:45]3[CH2:49][CH2:48][CH2:47][NH:46]3)[C:42]3[CH:50]=[CH:51][C:52]([CH2:54][N:55]([C@H:62]([C:64]([CH3:67])([CH3:66])[CH3:65])[CH3:63])[C:56](=[O:61])[O:57][CH2:58][CH:59]=[CH2:60])=[CH:53][C:41]=3[N:40]=2)=[O:37])=[CH:34][CH:33]=1.C(O)(C(F)(F)F)=O.CCN(C(C)C)C(C)C. (2) Given the product [O:31]1[C:30]2[CH:34]=[CH:35][C:27]([O:26][CH2:25][CH2:24][CH2:23][O:14][C:11]3[CH:10]=[CH:9][C:8]([CH:7]4[CH2:6][CH2:5][N:4]([C:15]([O:17][C:18]([CH3:21])([CH3:20])[CH3:19])=[O:16])[CH2:3][CH:2]4[OH:1])=[CH:13][CH:12]=3)=[CH:28][C:29]=2[O:33][CH2:32]1, predict the reactants needed to synthesize it. The reactants are: [OH:1][CH:2]1[CH:7]([C:8]2[CH:13]=[CH:12][C:11]([OH:14])=[CH:10][CH:9]=2)[CH2:6][CH2:5][N:4]([C:15]([O:17][C:18]([CH3:21])([CH3:20])[CH3:19])=[O:16])[CH2:3]1.Br[CH2:23][CH2:24][CH2:25][O:26][C:27]1[CH:35]=[CH:34][C:30]2[O:31][CH2:32][O:33][C:29]=2[CH:28]=1. (3) The reactants are: [Br:1][C:2]1[CH:3]=[C:4]2[C:8](=[C:9]([C:11]([NH2:13])=[O:12])[CH:10]=1)[NH:7][CH:6]=[CH:5]2.CC([N:17]1[CH2:25][C:24]2[C:19](=[CH:20][CH:21]=C(B(O)O)C=2)C1)C.O=C1CCN(C(OC(C)(C)C)=O)CC1.S(=O)(=O)(O)N.[ClH:48]. Given the product [ClH:48].[Br:1][C:2]1[CH:3]=[C:4]2[C:8](=[C:9]([C:11]([NH2:13])=[O:12])[CH:10]=1)[NH:7][CH:6]=[C:5]2[C:19]1[CH2:24][CH2:25][NH:17][CH2:21][CH:20]=1, predict the reactants needed to synthesize it. (4) Given the product [Cl:37][CH2:20][C:10]1[CH:9]=[C:8]([C:4]2[CH:5]=[CH:6][CH:7]=[C:2]([Cl:1])[CH:3]=2)[C:13]([O:14][CH2:15][C:16]([F:19])([F:18])[F:17])=[N:12][CH:11]=1, predict the reactants needed to synthesize it. The reactants are: [Cl:1][C:2]1[CH:3]=[C:4]([C:8]2[CH:9]=[C:10]([CH2:20]O)[CH:11]=[N:12][C:13]=2[O:14][CH2:15][C:16]([F:19])([F:18])[F:17])[CH:5]=[CH:6][CH:7]=1.BrC1C=C(CO)C=NC=1OCC(F)(F)F.[Cl:37]C1C=C(B(O)O)C=CC=1.C(Cl)Cl.C([O-])([O-])=O.[Na+].[Na+]. (5) Given the product [CH2:1]([O:3][C:4](=[O:27])[C:5]1[CH:10]=[CH:9][C:8]([O:11][CH2:12][CH2:13][NH:14][C:15]([C:17]2[O:18][C:19]3[CH:26]=[CH:25][CH:24]=[CH:23][C:20]=3[C:21]=2[CH2:22][N:29]([CH3:33])[CH3:30])=[O:16])=[CH:7][CH:6]=1)[CH3:2], predict the reactants needed to synthesize it. The reactants are: [CH2:1]([O:3][C:4](=[O:27])[C:5]1[CH:10]=[CH:9][C:8]([O:11][CH2:12][CH2:13][NH:14][C:15]([C:17]2[O:18][C:19]3[CH:26]=[CH:25][CH:24]=[CH:23][C:20]=3[C:21]=2[CH3:22])=[O:16])=[CH:7][CH:6]=1)[CH3:2].Br[N:29]1[C:33](=O)CC[C:30]1=O. (6) Given the product [Cl:1][C:2]1[CH:3]=[CH:4][C:5]([CH2:6][NH:7][C:8]([C:10]2[C:11](=[O:29])[C:12]3[CH:26]=[C:25]([CH2:27][O:40][CH2:39][C@@H:38]([OH:41])[C:32]4[CH:37]=[CH:36][CH:35]=[CH:34][CH:33]=4)[S:24][C:13]=3[N:14]([CH2:16][CH2:17][N:18]3[CH2:23][CH2:22][O:21][CH2:20][CH2:19]3)[CH:15]=2)=[O:9])=[CH:30][CH:31]=1, predict the reactants needed to synthesize it. The reactants are: [Cl:1][C:2]1[CH:31]=[CH:30][C:5]([CH2:6][NH:7][C:8]([C:10]2[C:11](=[O:29])[C:12]3[CH:26]=[C:25]([CH2:27]Cl)[S:24][C:13]=3[N:14]([CH2:16][CH2:17][N:18]3[CH2:23][CH2:22][O:21][CH2:20][CH2:19]3)[CH:15]=2)=[O:9])=[CH:4][CH:3]=1.[C:32]1([C@H:38]([OH:41])[CH2:39][OH:40])[CH:37]=[CH:36][CH:35]=[CH:34][CH:33]=1. (7) Given the product [CH:31]([C:29]([NH:20][CH:24]1[CH2:25][CH2:26][CH:27]([CH2:11][NH:12][C:13](=[O:19])[O:14][C:15]([CH3:16])([CH3:17])[CH3:18])[CH2:28][CH2:23]1)=[O:30])([CH3:35])[CH3:32], predict the reactants needed to synthesize it. The reactants are: C(NC1CCC([CH2:11][NH:12][C:13](=[O:19])[O:14][C:15]([CH3:18])([CH3:17])[CH3:16])CC1)(C)C.[N:20]1([CH:29]=[O:30])[C:24]2[CH:25]=[CH:26][CH:27]=[CH:28][C:23]=2N=N1.[CH2:31]1[CH2:35]OC[CH2:32]1.